The task is: Regression/Classification. Given a drug SMILES string, predict its absorption, distribution, metabolism, or excretion properties. Task type varies by dataset: regression for continuous measurements (e.g., permeability, clearance, half-life) or binary classification for categorical outcomes (e.g., BBB penetration, CYP inhibition). Dataset: b3db_classification.. This data is from Blood-brain barrier permeability classification from the B3DB database. The compound is CCC(=O)[C@@]1(C)[C@H](C)CC2C3CCC4=CC(=O)C=C[C@]4(C)C3[C@@H](O)C[C@@]21C. The result is 1 (penetrates BBB).